Dataset: Reaction yield outcomes from USPTO patents with 853,638 reactions. Task: Predict the reaction yield, written as a fraction of the theoretical maximum amount of product (1.0 means a 100% yield; for example, 0.34 means a 34% yield). (1) The reactants are [Cl:1][C:2]1[N:7]=[CH:6][C:5]([S:8](Cl)(=[O:10])=[O:9])=[CH:4][CH:3]=1.C(N(CC)CC)C.[NH2:19][CH:20]1[CH2:25][CH2:24][N:23]([C:26]([O:28][C:29]([CH3:32])([CH3:31])[CH3:30])=[O:27])[CH2:22][CH2:21]1.O. The catalyst is ClCCl. The product is [Cl:1][C:2]1[N:7]=[CH:6][C:5]([S:8]([NH:19][CH:20]2[CH2:21][CH2:22][N:23]([C:26]([O:28][C:29]([CH3:32])([CH3:31])[CH3:30])=[O:27])[CH2:24][CH2:25]2)(=[O:10])=[O:9])=[CH:4][CH:3]=1. The yield is 0.990. (2) The reactants are [Cl:1][S:2]([OH:5])(=O)=[O:3].[Br:6][C:7]1[CH:8]=[CH:9][C:10]([NH2:13])=[N:11][CH:12]=1. No catalyst specified. The product is [NH2:13][C:10]1[C:9]([S:2]([Cl:1])(=[O:5])=[O:3])=[CH:8][C:7]([Br:6])=[CH:12][N:11]=1. The yield is 0.770.